Dataset: Reaction yield outcomes from USPTO patents with 853,638 reactions. Task: Predict the reaction yield, written as a fraction of the theoretical maximum amount of product (1.0 means a 100% yield; for example, 0.34 means a 34% yield). (1) The reactants are [C:1](#[N:5])[CH2:2][C:3]#[N:4].Br[CH2:7][C:8]([C:10]1[CH:15]=[CH:14][CH:13]=[CH:12][CH:11]=1)=[O:9].[OH-].[Na+]. The catalyst is C(O)C.O. The product is [O:9]=[C:8]([C:10]1[CH:15]=[CH:14][CH:13]=[CH:12][CH:11]=1)[CH2:7][CH:2]([C:1]#[N:5])[C:3]#[N:4]. The yield is 0.310. (2) The reactants are [CH2:1]([N:3]([CH2:28][CH3:29])[C:4]1[C:9]2[N:10]([CH2:24][CH2:25][CH2:26]O)[C:11]([NH:13][C:14]3[C:15]([O:22][CH3:23])=[N:16][C:17]([O:20][CH3:21])=[N:18][CH:19]=3)=[N:12][C:8]=2[CH:7]=[CH:6][CH:5]=1)[CH3:2].CS(Cl)(=O)=O.C(=O)(O)[O-].[Na+]. The catalyst is N1C=CC=CC=1. The product is [CH3:21][O:20][C:17]1[N:16]=[C:15]([O:22][CH3:23])[C:14]([N:13]2[C:11]3=[N:12][C:8]4[C:9](=[C:4]([N:3]([CH2:1][CH3:2])[CH2:28][CH3:29])[CH:5]=[CH:6][CH:7]=4)[N:10]3[CH2:24][CH2:25][CH2:26]2)=[CH:19][N:18]=1. The yield is 0.580. (3) The yield is 0.380. The product is [F:37][C:38]1[CH:46]=[CH:45][C:41]([C:42]([NH:6]/[C:5](=[N:7]\[OH:8])/[CH2:4][CH:3]([CH2:9][N:10]2[CH2:15][CH2:14][CH2:13][CH:12]([C:16]3[CH:21]=[CH:20][CH:19]=[C:18]([C:22]([F:23])([F:24])[F:25])[CH:17]=3)[CH2:11]2)[C:2]([F:1])([F:26])[F:27])=[O:43])=[CH:40][CH:39]=1. The reactants are [F:1][C:2]([F:27])([F:26])[CH:3]([CH2:9][N:10]1[CH2:15][CH2:14][CH2:13][CH:12]([C:16]2[CH:21]=[CH:20][CH:19]=[C:18]([C:22]([F:25])([F:24])[F:23])[CH:17]=2)[CH2:11]1)[CH2:4]/[C:5](=[N:7]/[OH:8])/[NH2:6].CCN(C(C)C)C(C)C.[F:37][C:38]1[CH:46]=[CH:45][C:41]([C:42](Cl)=[O:43])=[CH:40][CH:39]=1. The catalyst is C(Cl)Cl. (4) The catalyst is CS(C)=O. The reactants are N1([C:6](N2C=CN=C2)=[O:7])C=CN=C1.[CH:13]1([CH2:16][CH2:17][OH:18])[CH2:15][CH2:14]1.Cl.[F:20][C:21]1[CH:26]=[C:25]([S:27]([CH3:30])(=[O:29])=[O:28])[CH:24]=[CH:23][C:22]=1[N:31]1[C:35]2=[N:36][CH:37]=[N:38][C:39]([S:40][CH:41]3[CH2:46][CH2:45][NH:44][CH2:43][CH2:42]3)=[C:34]2[CH:33]=[N:32]1.C(N(CC)CC)C. The yield is 0.360. The product is [CH:13]1([CH2:16][CH2:17][O:18][C:6]([N:44]2[CH2:43][CH2:42][CH:41]([S:40][C:39]3[N:38]=[CH:37][N:36]=[C:35]4[N:31]([C:22]5[CH:23]=[CH:24][C:25]([S:27]([CH3:30])(=[O:29])=[O:28])=[CH:26][C:21]=5[F:20])[N:32]=[CH:33][C:34]=34)[CH2:46][CH2:45]2)=[O:7])[CH2:15][CH2:14]1.